Dataset: Reaction yield outcomes from USPTO patents with 853,638 reactions. Task: Predict the reaction yield, written as a fraction of the theoretical maximum amount of product (1.0 means a 100% yield; for example, 0.34 means a 34% yield). (1) The reactants are [CH3:1][C:2]1[CH:7]=[CH:6][C:5]([S:8]([O:11][CH2:12][CH:13]2[CH2:17][C:16]3[CH:18]=[CH:19][CH:20]=[C:21](Br)[C:15]=3[O:14]2)(=[O:10])=[O:9])=[CH:4][CH:3]=1.[F:23][C:24]1[CH:29]=[C:28]([F:30])[CH:27]=[CH:26][C:25]=1B(O)O.C(=O)([O-])[O-].[K+].[K+].CC1C=CC(S(OCC2CC3C(C4C=CC=CC=4)=CC=CC=3O2)(=O)=O)=CC=1. The catalyst is CC1C=CC=CC=1[P](C1C=CC=CC=1C)([Pd](Cl)(Cl)[P](C1=C(C)C=CC=C1)(C1C=CC=CC=1C)C1C=CC=CC=1C)C1C=CC=CC=1C. The product is [CH3:1][C:2]1[CH:7]=[CH:6][C:5]([S:8]([O:11][CH2:12][CH:13]2[CH2:17][C:16]3[CH:18]=[CH:19][CH:20]=[C:21]([C:27]4[CH:26]=[CH:25][C:24]([F:23])=[CH:29][C:28]=4[F:30])[C:15]=3[O:14]2)(=[O:10])=[O:9])=[CH:4][CH:3]=1. The yield is 0.820. (2) The reactants are [CH2:1]([O:8][C:9]1[CH:14]=[CH:13][C:12]([C:15]2[N:16]([CH2:28][CH2:29][OH:30])[CH:17]=[C:18]([C:20]3[N:21]([CH:25]([CH3:27])[CH3:26])[N:22]=[CH:23][N:24]=3)[N:19]=2)=[C:11](F)[CH:10]=1)[C:2]1[CH:7]=[CH:6][CH:5]=[CH:4][CH:3]=1.[H-].[Na+]. The catalyst is CN(C=O)C. The product is [CH2:1]([O:8][C:9]1[CH:14]=[CH:13][C:12]2[C:15]3[N:16]([CH2:28][CH2:29][O:30][C:11]=2[CH:10]=1)[CH:17]=[C:18]([C:20]1[N:21]([CH:25]([CH3:27])[CH3:26])[N:22]=[CH:23][N:24]=1)[N:19]=3)[C:2]1[CH:7]=[CH:6][CH:5]=[CH:4][CH:3]=1. The yield is 0.580. (3) The reactants are [Cl:1][C:2]1[CH:7]=[C:6]([CH:8]2[CH2:13][CH2:12][NH:11][CH2:10][CH2:9]2)[CH:5]=[C:4]([Cl:14])[N:3]=1.[O:15]1[CH2:18][C:17](=O)[CH2:16]1.C([BH3-])#N.[Na+]. The catalyst is C1COCC1. The product is [Cl:1][C:2]1[CH:7]=[C:6]([CH:8]2[CH2:9][CH2:10][N:11]([CH:17]3[CH2:18][O:15][CH2:16]3)[CH2:12][CH2:13]2)[CH:5]=[C:4]([Cl:14])[N:3]=1. The yield is 0.887. (4) The reactants are [C:1]([Si:5]([O:18][CH:19]1[CH2:22][C:21](S(C)=O)(SC)[CH2:20]1)([C:12]1[CH:17]=[CH:16][CH:15]=[CH:14][CH:13]=1)[C:6]1[CH:11]=[CH:10][CH:9]=[CH:8][CH:7]=1)([CH3:4])([CH3:3])[CH3:2].Cl(O)(=O)(=O)=[O:29]. The catalyst is CCOCC.O. The product is [Si:5]([O:18][CH:19]1[CH2:22][C:21](=[O:29])[CH2:20]1)([C:1]([CH3:3])([CH3:4])[CH3:2])([C:12]1[CH:17]=[CH:16][CH:15]=[CH:14][CH:13]=1)[C:6]1[CH:11]=[CH:10][CH:9]=[CH:8][CH:7]=1. The yield is 0.590. (5) The reactants are [C:1](/[CH:3]=[CH:4]/[S:5]([C:8]1[CH:9]=[C:10]([C:14]([CH3:19])([CH3:18])[C:15]([OH:17])=O)[CH:11]=[CH:12][CH:13]=1)(=[O:7])=[O:6])#[N:2].[CH3:20][O:21][C:22]1[CH:23]=[C:24]([CH:26]=[CH:27][CH:28]=1)[NH2:25].Cl.CN(C)CCCN=C=NCC.ON1C2C=CC=CC=2N=N1. The catalyst is C(#N)C.CS(C)=O. The product is [C:1](/[CH:3]=[CH:4]/[S:5]([C:8]1[CH:9]=[C:10]([C:14]([CH3:19])([CH3:18])[C:15]([NH:25][C:24]2[CH:26]=[CH:27][CH:28]=[C:22]([O:21][CH3:20])[CH:23]=2)=[O:17])[CH:11]=[CH:12][CH:13]=1)(=[O:6])=[O:7])#[N:2]. The yield is 0.250. (6) The reactants are [NH2:1][C:2]1[C:7]([OH:8])=[CH:6][CH:5]=[CH:4][C:3]=1[OH:9].[CH3:10][S:11][C:12]1[S:16][C:15]2=[N:17][C:18]([C:20](Cl)=[O:21])=[CH:19][N:14]2[N:13]=1.C(N(CC)CC)C. The catalyst is CN(C=O)C. The product is [OH:9][C:3]1[CH:4]=[CH:5][CH:6]=[C:7]([OH:8])[C:2]=1[NH:1][C:20]([C:18]1[N:17]=[C:15]2[N:14]([CH:19]=1)[N:13]=[C:12]([S:11][CH3:10])[S:16]2)=[O:21]. The yield is 0.420.